This data is from Full USPTO retrosynthesis dataset with 1.9M reactions from patents (1976-2016). The task is: Predict the reactants needed to synthesize the given product. (1) The reactants are: C([O:4][C:5](=[O:54])[C@H:6]([CH2:15][C:16]1[CH:21]=[CH:20][C:19]([O:22][C:23](=[O:53])[NH:24][CH2:25][CH2:26][C@H:27]([NH:45][C:46]([O:48][C:49]([CH3:52])([CH3:51])[CH3:50])=[O:47])[C:28](=[O:44])[NH:29][CH2:30][CH2:31][O:32][CH2:33][CH2:34][O:35][CH2:36][CH2:37][O:38][CH2:39][CH2:40][N:41]=[N+:42]=[N-:43])=[CH:18][CH:17]=1)[NH:7][C:8]([O:10][C:11]([CH3:14])([CH3:13])[CH3:12])=[O:9])C=C.C(N(CC)CC)C.C(O)=O. Given the product [N:41]([CH2:40][CH2:39][O:38][CH2:37][CH2:36][O:35][CH2:34][CH2:33][O:32][CH2:31][CH2:30][NH:29][C:28](=[O:44])[C@@H:27]([NH:45][C:46]([O:48][C:49]([CH3:52])([CH3:51])[CH3:50])=[O:47])[CH2:26][CH2:25][NH:24][C:23]([O:22][C:19]1[CH:18]=[CH:17][C:16]([CH2:15][C@@H:6]([C:5]([OH:54])=[O:4])[NH:7][C:8]([O:10][C:11]([CH3:12])([CH3:13])[CH3:14])=[O:9])=[CH:21][CH:20]=1)=[O:53])=[N+:42]=[N-:43], predict the reactants needed to synthesize it. (2) Given the product [CH3:31][N:28]1[CH2:29][CH2:30][N:25]([CH:22]2[CH2:23][CH2:24][N:19]([C:17]([C:14]3[CH:15]=[CH:16][C:11]([C:8]4[CH:9]=[CH:10][C:5]5[N:6]([C:2]([C:40]6[CH:41]=[C:42]7[C:46](=[CH:47][CH:48]=6)[NH:45][C:44](=[O:49])[CH2:43]7)=[CH:3][N:4]=5)[N:7]=4)=[CH:12][CH:13]=3)=[O:18])[CH2:20][CH2:21]2)[CH2:26][CH2:27]1, predict the reactants needed to synthesize it. The reactants are: Br[C:2]1[N:6]2[N:7]=[C:8]([C:11]3[CH:16]=[CH:15][C:14]([C:17]([N:19]4[CH2:24][CH2:23][CH:22]([N:25]5[CH2:30][CH2:29][N:28]([CH3:31])[CH2:27][CH2:26]5)[CH2:21][CH2:20]4)=[O:18])=[CH:13][CH:12]=3)[CH:9]=[CH:10][C:5]2=[N:4][CH:3]=1.CC1(C)C(C)(C)OB([C:40]2[CH:41]=[C:42]3[C:46](=[CH:47][CH:48]=2)[NH:45][C:44](=[O:49])[CH2:43]3)O1.C([O-])([O-])=O.[Cs+].[Cs+].